This data is from Forward reaction prediction with 1.9M reactions from USPTO patents (1976-2016). The task is: Predict the product of the given reaction. Given the reactants Cl[C:2]1[CH:11]=[C:10]([NH:12][CH3:13])[C:9]2[C:4](=[CH:5][CH:6]=[CH:7][CH:8]=2)[N:3]=1.[C:14]([O:18][C:19](=[O:28])[NH:20][C@H:21]1[CH2:26][CH2:25][C@@H:24]([NH2:27])[CH2:23][CH2:22]1)([CH3:17])([CH3:16])[CH3:15].C([O-])(O)=O.[Na+], predict the reaction product. The product is: [C:14]([O:18][C:19](=[O:28])[NH:20][C@H:21]1[CH2:22][CH2:23][C@@H:24]([NH:27][C:2]2[CH:11]=[C:10]([NH:12][CH3:13])[C:9]3[C:4](=[CH:5][CH:6]=[CH:7][CH:8]=3)[N:3]=2)[CH2:25][CH2:26]1)([CH3:17])([CH3:15])[CH3:16].